From a dataset of Reaction yield outcomes from USPTO patents with 853,638 reactions. Predict the reaction yield, written as a fraction of the theoretical maximum amount of product (1.0 means a 100% yield; for example, 0.34 means a 34% yield). (1) The reactants are [C:1]([C:4]1[CH:5]=[C:6]([NH:10][S:11]([CH2:14][CH3:15])(=[O:13])=[O:12])[CH:7]=[CH:8][CH:9]=1)(=[O:3])[CH3:2].CO[CH:18](OC)[N:19]([CH3:21])[CH3:20]. The catalyst is C(OCC)(=O)C.CO. The product is [CH3:18][N:19]([CH3:21])[CH:20]=[CH:2][C:1]([C:4]1[CH:5]=[C:6]([NH:10][S:11]([CH2:14][CH3:15])(=[O:12])=[O:13])[CH:7]=[CH:8][CH:9]=1)=[O:3]. The yield is 0.560. (2) The reactants are C1(P(C2C=CC=CC=2)C2C=CC=CC=2)C=CC=CC=1.[C:20]([Br:24])(Br)(Br)[Br:21].[C:25]([O:29][C:30]([N:32]1[CH2:36][CH2:35][CH2:34][CH:33]1[CH:37]=O)=[O:31])([CH3:28])([CH3:27])[CH3:26].C(=O)(O)[O-].[Na+]. The product is [Br:21][C:20]([Br:24])=[CH:37][C@@H:33]1[CH2:34][CH2:35][CH2:36][N:32]1[C:30]([O:29][C:25]([CH3:26])([CH3:28])[CH3:27])=[O:31]. The catalyst is ClCCl. The yield is 0.860.